Dataset: Catalyst prediction with 721,799 reactions and 888 catalyst types from USPTO. Task: Predict which catalyst facilitates the given reaction. (1) Reactant: Cl.Cl.Cl.[NH2:4][C:5]1[C:6]([O:43][CH3:44])=[C:7]([NH:15][C:16]([C:18]2[N:19]([CH3:42])[C:20]3[C:25]([CH:26]=2)=[CH:24][CH:23]=[CH:22][C:21]=3[CH2:27][N:28]2[CH2:33][CH2:32][N:31]([C:34]([CH:36]3[CH2:40][CH2:39][CH2:38][N:37]3[CH3:41])=[O:35])[CH2:30][CH2:29]2)=[O:17])[CH:8]=[C:9]([C:11]([CH3:14])([CH3:13])[CH3:12])[CH:10]=1.C(N(CC)CC)C.[C:52](Cl)(=[O:55])[CH2:53][CH3:54]. Product: [C:11]([C:9]1[CH:10]=[C:5]([NH:4][C:52](=[O:55])[CH2:53][CH3:54])[C:6]([O:43][CH3:44])=[C:7]([NH:15][C:16]([C:18]2[N:19]([CH3:42])[C:20]3[C:25]([CH:26]=2)=[CH:24][CH:23]=[CH:22][C:21]=3[CH2:27][N:28]2[CH2:29][CH2:30][N:31]([C:34]([C@@H:36]3[CH2:40][CH2:39][CH2:38][N:37]3[CH3:41])=[O:35])[CH2:32][CH2:33]2)=[O:17])[CH:8]=1)([CH3:12])([CH3:13])[CH3:14]. The catalyst class is: 4. (2) The catalyst class is: 5. Product: [C:11]([NH:10][CH2:9][CH2:8][O:7][CH2:6][CH2:5][OH:4])([CH3:14])([CH3:13])[CH3:12]. Reactant: C([O:4][CH2:5][CH2:6][O:7][CH2:8][CH2:9][NH:10][C:11]([CH3:14])([CH3:13])[CH3:12])(=O)C.C[O-].[Na+]. (3) Reactant: [F:1][C:2]1[C:8]([O:9][CH3:10])=[CH:7][C:6]([O:11][CH3:12])=[C:5]([F:13])[C:3]=1[NH2:4].FC(F)(F)C(O)=O.C(O[BH-](OC(=O)C)OC(=O)C)(=O)C.[Na+].[Cl:35][C:36]1[CH:43]=[C:42]([NH:44][CH3:45])[C:39]([CH:40]=O)=[CH:38][N:37]=1. Product: [Cl:35][C:36]1[CH:43]=[C:42]([NH:44][CH3:45])[C:39]([CH2:40][NH:4][C:3]2[C:2]([F:1])=[C:8]([O:9][CH3:10])[CH:7]=[C:6]([O:11][CH3:12])[C:5]=2[F:13])=[CH:38][N:37]=1. The catalyst class is: 2. (4) Reactant: CC1(C)[O:7][CH2:6][CH:5]([N:8]2[CH2:14][CH2:13][C:12]3[CH:15]=[CH:16][C:17]([C:19]4[N:23]=[C:22]([C:24]5[CH:25]=[C:26]([C:33]#[N:34])[C:27]([O:30][CH2:31][CH3:32])=[N:28][CH:29]=5)[O:21][N:20]=4)=[CH:18][C:11]=3[CH2:10][CH2:9]2)[CH2:4][O:3]1.Cl. Product: [CH2:31]([O:30][C:27]1[C:26]([C:33]#[N:34])=[CH:25][C:24]([C:22]2[O:21][N:20]=[C:19]([C:17]3[CH:16]=[CH:15][C:12]4[CH2:13][CH2:14][N:8]([CH:5]([CH2:4][OH:3])[CH2:6][OH:7])[CH2:9][CH2:10][C:11]=4[CH:18]=3)[N:23]=2)=[CH:29][N:28]=1)[CH3:32]. The catalyst class is: 1. (5) Reactant: [F:1][CH:2]([F:27])[O:3][CH:4]=[C:5]([C:20]1[CH:25]=[CH:24][C:23]([CH3:26])=[CH:22][CH:21]=1)[C:6]([NH:8][CH2:9][CH2:10][C:11]1[CH:16]=[CH:15][C:14]([OH:17])=[C:13]([O:18][CH3:19])[CH:12]=1)=[O:7].CN(C)C=O.Cl[CH2:34][C:35]#[CH:36].[H-].[Na+]. Product: [F:1][CH:2]([F:27])[O:3][CH:4]=[C:5]([C:20]1[CH:25]=[CH:24][C:23]([CH3:26])=[CH:22][CH:21]=1)[C:6]([NH:8][CH2:9][CH2:10][C:11]1[CH:16]=[CH:15][C:14]([O:17][CH2:36][C:35]#[CH:34])=[C:13]([O:18][CH3:19])[CH:12]=1)=[O:7]. The catalyst class is: 6. (6) Reactant: [CH:1]1([C:4]2[NH:8][N:7]=[C:6]([NH:9][C:10]3[N:11]=[C:12]([C:24]([CH3:26])=[CH2:25])[C:13]4[C:18]([CH:19]=3)=[CH:17][C:16]([O:20][CH3:21])=[C:15]([O:22][CH3:23])[CH:14]=4)[CH:5]=2)[CH2:3][CH2:2]1. Product: [CH:1]1([C:4]2[NH:8][N:7]=[C:6]([NH:9][C:10]3[N:11]=[C:12]([CH:24]([CH3:26])[CH3:25])[C:13]4[C:18]([CH:19]=3)=[CH:17][C:16]([O:20][CH3:21])=[C:15]([O:22][CH3:23])[CH:14]=4)[CH:5]=2)[CH2:3][CH2:2]1. The catalyst class is: 45. (7) Reactant: Cl[C:2]1[N:10]=[CH:9][N:8]=[C:7]2[C:3]=1[N:4]=[CH:5][N:6]2[CH:11]=[CH2:12].[CH:13]1([NH2:16])[CH2:15][CH2:14]1.O.Cl.C1(N)CC1. Product: [CH:13]1([NH:16][C:2]2[N:10]=[CH:9][N:8]=[C:7]3[C:3]=2[N:4]=[CH:5][N:6]3[CH:11]=[CH2:12])[CH2:15][CH2:14]1. The catalyst class is: 1. (8) Reactant: [CH2:1]([O:3][C:4](=[O:25])[CH:5]=[C:6]([C:16]1[CH:24]=[C:23]2[C:19]([CH:20]=[CH:21][NH:22]2)=[CH:18][CH:17]=1)[C:7]1[C:15]2[C:10](=[CH:11][CH:12]=[CH:13][CH:14]=2)[NH:9][CH:8]=1)[CH3:2]. Product: [CH2:1]([O:3][C:4](=[O:25])[CH2:5][CH:6]([C:16]1[CH:24]=[C:23]2[C:19]([CH:20]=[CH:21][NH:22]2)=[CH:18][CH:17]=1)[C:7]1[C:15]2[C:10](=[CH:11][CH:12]=[CH:13][CH:14]=2)[NH:9][CH:8]=1)[CH3:2]. The catalyst class is: 261.